From a dataset of Forward reaction prediction with 1.9M reactions from USPTO patents (1976-2016). Predict the product of the given reaction. (1) Given the reactants [CH:1]1([C@H:7]([NH:15][C:16]([C:18]2[CH:23]=[CH:22][C:21]([C:24]3[CH:29]=[CH:28][C:27]([O:30][CH3:31])=[CH:26][CH:25]=3)=[CH:20][C:19]=2[N+:32]([O-])=O)=[O:17])[C:8]([O:10][C:11]([CH3:14])([CH3:13])[CH3:12])=[O:9])[CH2:6][CH2:5][CH2:4][CH2:3][CH2:2]1, predict the reaction product. The product is: [NH2:32][C:19]1[CH:20]=[C:21]([C:24]2[CH:29]=[CH:28][C:27]([O:30][CH3:31])=[CH:26][CH:25]=2)[CH:22]=[CH:23][C:18]=1[C:16]([NH:15][C@@H:7]([CH:1]1[CH2:6][CH2:5][CH2:4][CH2:3][CH2:2]1)[C:8]([O:10][C:11]([CH3:14])([CH3:13])[CH3:12])=[O:9])=[O:17]. (2) Given the reactants [CH3:1][C:2]1[CH:11]=[C:10]([SH:12])[C:9]2[C:4](=[CH:5][CH:6]=[CH:7][CH:8]=2)[N:3]=1.C(=O)([O-])[O-].[K+].[K+].Br[CH2:20][C:21]([O:23][CH3:24])=[O:22].O, predict the reaction product. The product is: [CH3:1][C:2]1[CH:11]=[C:10]([S:12][CH2:20][C:21]([O:23][CH3:24])=[O:22])[C:9]2[C:4](=[CH:5][CH:6]=[CH:7][CH:8]=2)[N:3]=1. (3) Given the reactants [F:1][C:2]([F:17])([F:16])[C:3]1[CH:15]=[C:6]2[C:7]([CH:13]=[O:14])=[CH:8][CH:9]=[C:10]([O:11][CH3:12])[N:5]2[N:4]=1.[CH2:18]([Mg]Br)[CH2:19][CH3:20].O1CCCC1.[Cl-].[NH4+], predict the reaction product. The product is: [OH:14][CH:13]([C:7]1[C:6]2[N:5]([N:4]=[C:3]([C:2]([F:1])([F:16])[F:17])[CH:15]=2)[C:10]([O:11][CH3:12])=[CH:9][CH:8]=1)[CH2:18][CH2:19][CH3:20]. (4) Given the reactants C(OC([N:8]1[CH2:13][CH2:12][CH2:11][CH:10]([NH:14][C:15]2[CH:24]=[CH:23][CH:22]=[C:21]3[C:16]=2[CH:17]=[CH:18][N:19]=[CH:20]3)[CH2:9]1)=O)(C)(C)C.Cl.CCOC(C)=O.C(Cl)[Cl:33].CO, predict the reaction product. The product is: [ClH:33].[CH:20]1[C:21]2[C:16](=[C:15]([NH:14][CH:10]3[CH2:11][CH2:12][CH2:13][NH:8][CH2:9]3)[CH:24]=[CH:23][CH:22]=2)[CH:17]=[CH:18][N:19]=1. (5) Given the reactants [CH3:1][S:2](Cl)(=[O:4])=[O:3].[Br:6][C:7]1[CH:8]=[C:9]([C:13]2([C:21]3[CH:26]=[CH:25][CH:24]=[C:23]([OH:27])[CH:22]=3)[NH:17][C:16](=[S:18])[N:15]([CH3:19])[C:14]2=[O:20])[CH:10]=[CH:11][CH:12]=1.C(N(CC)CC)C, predict the reaction product. The product is: [CH3:1][S:2]([O:27][C:23]1[CH:24]=[CH:25][CH:26]=[C:21]([C:13]2([C:9]3[CH:10]=[CH:11][CH:12]=[C:7]([Br:6])[CH:8]=3)[C:14](=[O:20])[N:15]([CH3:19])[C:16](=[S:18])[NH:17]2)[CH:22]=1)(=[O:4])=[O:3]. (6) Given the reactants Cl.[C:2]([O:6][C:7]([N:9]1[CH2:14][C@@H:13]2[CH2:15][CH2:16][C@H:10]1[CH2:11][NH:12]2)=[O:8])([CH3:5])([CH3:4])[CH3:3].[C:17](OC(=O)C)(=[O:19])[CH3:18].C(N(CC)CC)C, predict the reaction product. The product is: [C:2]([O:6][C:7]([N:9]1[CH2:14][C@@H:13]2[CH2:15][CH2:16][C@H:10]1[CH2:11][N:12]2[C:17](=[O:19])[CH3:18])=[O:8])([CH3:5])([CH3:3])[CH3:4]. (7) Given the reactants [C:1]([C:3]1[N:8]=[C:7]([C:9]2[CH:14]=[CH:13][CH:12]=[C:11]([C:15]([O:17]C)=[O:16])[N:10]=2)[CH:6]=[CH:5][CH:4]=1)#[N:2].[Li+].[OH-].Cl, predict the reaction product. The product is: [C:1]([C:3]1[N:8]=[C:7]([C:9]2[CH:14]=[CH:13][CH:12]=[C:11]([C:15]([OH:17])=[O:16])[N:10]=2)[CH:6]=[CH:5][CH:4]=1)#[N:2]. (8) Given the reactants O[C:2]1C2C(=CC(OC)=CC=2)N=C(C2SC=C(C(C)C)N=2)C=1.C(O)(=O)CCCCCC=C.N1CCC[C@H]1C(O)=O.[CH:40]([C:43]1[N:44]=[C:45]([C:48]2[CH:57]=[C:56]([O:58][CH:59]3[CH2:77][CH:76]4[N:61]([C:62](=[O:82])C[CH2:64][CH2:65][CH2:66][CH2:67][CH2:68][CH:69]=[CH:70][CH:71]5[C:73]([C:79]([OH:81])=[O:80])([NH:74][C:75]4=[O:78])[CH2:72]5)[CH2:60]3)[C:55]3[C:50](=[CH:51][C:52]([O:83][CH3:84])=[CH:53][CH:54]=3)[N:49]=2)[S:46][CH:47]=1)([CH3:42])[CH3:41], predict the reaction product. The product is: [CH:40]([C:43]1[N:44]=[C:45]([C:48]2[CH:57]=[C:56]([O:58][CH:59]3[CH2:77][CH:76]4[N:61]([C:62](=[O:82])[CH2:64][CH2:65][CH2:66][CH2:67][CH2:68][CH:69]=[CH:70][CH:71]5[C:73]([C:79]([OH:81])=[O:80])([NH:74][C:75]4=[O:78])[CH2:72]5)[CH2:60]3)[C:55]3[C:50](=[C:51]([CH3:2])[C:52]([O:83][CH3:84])=[CH:53][CH:54]=3)[N:49]=2)[S:46][CH:47]=1)([CH3:42])[CH3:41]. (9) Given the reactants [CH2:1]([N:8]1[CH2:13][CH2:12][CH2:11][C:10]([C:27]2[CH:28]=[C:29](OS(C(F)(F)F)(=O)=O)[CH:30]=[CH:31][CH:32]=2)([C:14]2[CH:19]=[CH:18][C:17]([C:20](=[O:26])[N:21]([CH2:24][CH3:25])[CH2:22][CH3:23])=[CH:16][CH:15]=2)[CH2:9]1)[C:2]1[CH:7]=[CH:6][CH:5]=[CH:4][CH:3]=1.[CH3:41][N:42](C=O)C, predict the reaction product. The product is: [CH2:1]([N:8]1[CH2:13][CH2:12][CH2:11][C:10]([C:14]2[CH:15]=[CH:16][C:17]([C:20]([N:21]([CH2:24][CH3:25])[CH2:22][CH3:23])=[O:26])=[CH:18][CH:19]=2)([C:27]2[CH:32]=[CH:31][CH:30]=[C:29]([C:41]#[N:42])[CH:28]=2)[CH2:9]1)[C:2]1[CH:3]=[CH:4][CH:5]=[CH:6][CH:7]=1.